Dataset: Tyrosyl-DNA phosphodiesterase HTS with 341,365 compounds. Task: Binary Classification. Given a drug SMILES string, predict its activity (active/inactive) in a high-throughput screening assay against a specified biological target. (1) The drug is O=C(Nc1ccccc1)c1ccc(n2nnnc2)cc1. The result is 0 (inactive). (2) The molecule is S(c1n(Cc2occc2)c(nn1)c1ncccc1)CC(=O)c1ccccc1. The result is 0 (inactive). (3) The drug is O=c1[nH]c2c(cc1CN(Cc1cccnc1)C(=O)c1ccncc1)cc(cc2)C. The result is 0 (inactive). (4) The molecule is O=C(N1CCN(CC1)c1ccc(OC)cc1)c1c2oc(nc2ccc1)C. The result is 0 (inactive). (5) The drug is Clc1c(cc(OC(=O)c2noc(c3cc4OCCOc4cc3)c2)cc1)C. The result is 0 (inactive). (6) The compound is S(=O)(=O)(NCCC)c1ccc(OCC(=O)Nc2cc3OCOc3cc2)cc1. The result is 0 (inactive). (7) The compound is S(c1n(c(nn1)c1ccncc1)C)CC(=O)Nc1sccc1C(=O)N. The result is 0 (inactive). (8) The molecule is S(Cc1cc(ccc1)C)c1nn2c(nnc2c2ncccc2)cc1. The result is 0 (inactive).